This data is from Reaction yield outcomes from USPTO patents with 853,638 reactions. The task is: Predict the reaction yield, written as a fraction of the theoretical maximum amount of product (1.0 means a 100% yield; for example, 0.34 means a 34% yield). (1) The reactants are [CH3:1][N:2]([CH3:20])[C:3]1[CH:8]=[CH:7][C:6]([CH:9]=[CH:10][C:11]2[CH:16]=[CH:15][C:14]([N+:17]([O-])=O)=[CH:13][CH:12]=2)=[CH:5][CH:4]=1.Cl[Sn]Cl. The catalyst is CCO. The product is [CH3:20][N:2]([CH3:1])[C:3]1[CH:4]=[CH:5][C:6]([CH:9]=[CH:10][C:11]2[CH:12]=[CH:13][C:14]([NH2:17])=[CH:15][CH:16]=2)=[CH:7][CH:8]=1. The yield is 0.640. (2) The reactants are [F:1][C:2]1[CH:3]=[CH:4][C:5]([NH:11][C:12](=[O:17])[C:13]([F:16])([F:15])[F:14])=[C:6]([CH:10]=1)[C:7]([OH:9])=[O:8].[N+:18]([O-])([OH:20])=[O:19]. No catalyst specified. The product is [F:1][C:2]1[CH:3]=[C:4]([N+:18]([O-:20])=[O:19])[C:5]([NH:11][C:12](=[O:17])[C:13]([F:15])([F:16])[F:14])=[C:6]([CH:10]=1)[C:7]([OH:9])=[O:8]. The yield is 0.800. (3) The reactants are [BH4-].[Na+].[C:3]([O:7][C:8](=[O:22])[N:9]([C@H:11]([C:17]1[O:18][CH:19]=[CH:20][CH:21]=1)[C@H:12]([CH3:16])[CH2:13][CH:14]=[O:15])[CH3:10])([CH3:6])([CH3:5])[CH3:4]. The catalyst is CO.CCOC(C)=O. The product is [C:3]([O:7][C:8](=[O:22])[N:9]([C@H:11]([C:17]1[O:18][CH:19]=[CH:20][CH:21]=1)[C@H:12]([CH3:16])[CH2:13][CH2:14][OH:15])[CH3:10])([CH3:4])([CH3:5])[CH3:6]. The yield is 0.750. (4) The reactants are [Cl:1][CH2:2][CH2:3][CH2:4][N:5]=[C:6]=[O:7].[N:8]1[CH:13]=[CH:12][CH:11]=[C:10]([NH2:14])[CH:9]=1.C(OCC)(=O)C. The catalyst is C1(C)C=CC=CC=1. The product is [Cl:1][CH2:2][CH2:3][CH2:4][NH:5][C:6]([NH:14][C:10]1[CH:9]=[N:8][CH:13]=[CH:12][CH:11]=1)=[O:7]. The yield is 0.955. (5) The reactants are [F:1][C:2]1[C:3]([CH3:19])=[C:4]([CH:9]=[C:10]([C:12]2[CH:17]=[CH:16][CH:15]=[C:14]([F:18])[CH:13]=2)[CH:11]=1)[C:5]([O:7]C)=[O:6].[OH-].[Na+]. The catalyst is C1COCC1.CO. The product is [F:1][C:2]1[C:3]([CH3:19])=[C:4]([CH:9]=[C:10]([C:12]2[CH:17]=[CH:16][CH:15]=[C:14]([F:18])[CH:13]=2)[CH:11]=1)[C:5]([OH:7])=[O:6]. The yield is 1.00. (6) The reactants are [NH2:1][C:2]1[C:7]2[CH2:8][C:9]([CH3:12])([CH3:11])[O:10][C:6]=2[C:5]([C:13]([NH:15][CH2:16][C@@H:17]2[CH2:22][CH2:21][N:20](C(OC(C)(C)C)=O)[CH2:19][C@H:18]2[OH:30])=[O:14])=[CH:4][C:3]=1[Cl:31]. The catalyst is Cl.CC(O)C.CO. The product is [NH2:1][C:2]1[C:7]2[CH2:8][C:9]([CH3:11])([CH3:12])[O:10][C:6]=2[C:5]([C:13]([NH:15][CH2:16][C@@H:17]2[CH2:22][CH2:21][NH:20][CH2:19][C@H:18]2[OH:30])=[O:14])=[CH:4][C:3]=1[Cl:31]. The yield is 0.730. (7) The reactants are [Cl:1][C:2]1[N:6](CC2C=CC(OC)=CC=2)[N:5]=[N:4][C:3]=1[C:16]1[CH:21]=[CH:20][N:19]=[C:18]([C:22]2[N:23]=[CH:24][N:25]([CH3:39])[C:26]=2[C:27]2[CH:32]=[CH:31][C:30]([F:33])=[CH:29][C:28]=2[O:34][CH2:35][CH:36]2[CH2:38][CH2:37]2)[CH:17]=1. The catalyst is C(O)(C(F)(F)F)=O. The product is [Cl:1][C:2]1[NH:6][N:5]=[N:4][C:3]=1[C:16]1[CH:21]=[CH:20][N:19]=[C:18]([C:22]2[N:23]=[CH:24][N:25]([CH3:39])[C:26]=2[C:27]2[CH:32]=[CH:31][C:30]([F:33])=[CH:29][C:28]=2[O:34][CH2:35][CH:36]2[CH2:37][CH2:38]2)[CH:17]=1. The yield is 0.0700.